Dataset: Full USPTO retrosynthesis dataset with 1.9M reactions from patents (1976-2016). Task: Predict the reactants needed to synthesize the given product. (1) Given the product [N+:1]([C:4]1[CH:5]=[C:6]([O:10][C:11]([Cl:13])=[O:12])[CH:7]=[CH:8][CH:9]=1)([O-:3])=[O:2], predict the reactants needed to synthesize it. The reactants are: [N+:1]([C:4]1[CH:5]=[C:6]([OH:10])[CH:7]=[CH:8][CH:9]=1)([O-:3])=[O:2].[C:11](Cl)([Cl:13])=[O:12]. (2) Given the product [CH3:1][C:2]1[CH:3]=[C:4]([CH2:8][CH2:9][CH2:10][CH2:11][NH2:16])[CH:5]=[N:6][CH:7]=1, predict the reactants needed to synthesize it. The reactants are: [CH3:1][C:2]1[CH:3]=[C:4]([C:8](=O)[CH2:9][CH2:10][CH3:11])[CH:5]=[N:6][CH:7]=1.C([O-])=O.[NH4+:16].Cl. (3) Given the product [Br:21][CH2:20][CH2:19][CH2:18][CH2:3][CH2:2][O:1][C:6]1[CH:7]=[C:8]([CH:11]=[CH:12][C:13]=1[O:14][CH2:16][CH2:17][CH2:18][CH2:19][CH2:20][Br:21])[C:9]#[N:10], predict the reactants needed to synthesize it. The reactants are: [O-:1][CH2:2][CH3:3].[Na+].O[C:6]1[CH:7]=[C:8]([CH:11]=[CH:12][C:13]=1[OH:14])[C:9]#[N:10].Br[CH2:16][CH2:17][CH2:18][CH2:19][CH2:20][Br:21].